Dataset: TCR-epitope binding with 47,182 pairs between 192 epitopes and 23,139 TCRs. Task: Binary Classification. Given a T-cell receptor sequence (or CDR3 region) and an epitope sequence, predict whether binding occurs between them. (1) The epitope is LPRRSGAAGA. The TCR CDR3 sequence is CASSTTSGNTGELFF. Result: 1 (the TCR binds to the epitope). (2) The epitope is YLNTLTLAV. The TCR CDR3 sequence is CASSAYTDTQYF. Result: 1 (the TCR binds to the epitope). (3) The epitope is RAKFKQLL. The TCR CDR3 sequence is CASSLELGVADTQYF. Result: 0 (the TCR does not bind to the epitope). (4) The epitope is DATYQRTRALVR. The TCR CDR3 sequence is CASSQAGSSYEQYF. Result: 1 (the TCR binds to the epitope). (5) The epitope is YYRRATRRIR. The TCR CDR3 sequence is CASSATRNEQYF. Result: 0 (the TCR does not bind to the epitope).